Dataset: Catalyst prediction with 721,799 reactions and 888 catalyst types from USPTO. Task: Predict which catalyst facilitates the given reaction. (1) Reactant: [Si:1]([O:18][CH2:19][C@H:20]([NH:29]C(=O)OC(C)(C)C)[CH2:21][O:22]C1CCCCO1)([C:14]([CH3:17])([CH3:16])[CH3:15])([C:8]1[CH:13]=[CH:12][CH:11]=[CH:10][CH:9]=1)[C:2]1[CH:7]=[CH:6][CH:5]=[CH:4][CH:3]=1.C(O)(C(F)(F)F)=O. Product: [NH2:29][C@@H:20]([CH2:19][O:18][Si:1]([C:14]([CH3:17])([CH3:16])[CH3:15])([C:8]1[CH:13]=[CH:12][CH:11]=[CH:10][CH:9]=1)[C:2]1[CH:7]=[CH:6][CH:5]=[CH:4][CH:3]=1)[CH2:21][OH:22]. The catalyst class is: 2. (2) Reactant: [C:1]([O:5][C:6]([C:8]1[NH:9][C:10]2[C:15]([C:16]=1[C:17]1[CH:22]=[CH:21][C:20]([O:23][CH3:24])=[CH:19][CH:18]=1)=[CH:14][CH:13]=[CH:12][CH:11]=2)=[O:7])([CH3:4])([CH3:3])[CH3:2].CC(C)([O-])C.[K+].Cl[C:32]1[C:37]([C:38]([F:41])([F:40])[F:39])=[CH:36][CH:35]=[CH:34][C:33]=1[S:42](C1C=CC=C(C(F)(F)F)C=1Cl)(=[O:44])=[O:43]. Product: [CH3:24][O:23][C:20]1[CH:21]=[CH:22][C:17]([C:16]2[C:15]3[C:10](=[CH:11][CH:12]=[CH:13][CH:14]=3)[N:9]([S:42]([C:33]3[CH:34]=[CH:35][CH:36]=[C:37]([C:38]([F:39])([F:40])[F:41])[CH:32]=3)(=[O:44])=[O:43])[C:8]=2[C:6]([O:5][C:1]([CH3:4])([CH3:3])[CH3:2])=[O:7])=[CH:18][CH:19]=1. The catalyst class is: 54.